The task is: Predict the reaction yield, written as a fraction of the theoretical maximum amount of product (1.0 means a 100% yield; for example, 0.34 means a 34% yield).. This data is from Reaction yield outcomes from USPTO patents with 853,638 reactions. (1) The reactants are [C:1]([O:5][C:6]([N:8]1[CH2:13][CH2:12][CH:11]([OH:14])[CH2:10][CH2:9]1)=[O:7])([CH3:4])([CH3:3])[CH3:2].[Cl:15][C:16]1[CH:21]=[C:20]([N+:22]([O-:24])=[O:23])[CH:19]=[CH:18][C:17]=1O.C1(P(C2C=CC=CC=2)C2C=CC=CC=2)C=CC=CC=1.N(C(OCC)=O)=NC(OCC)=O. The catalyst is ClCCl. The product is [C:1]([O:5][C:6]([N:8]1[CH2:13][CH2:12][CH:11]([O:14][C:17]2[CH:18]=[CH:19][C:20]([N+:22]([O-:24])=[O:23])=[CH:21][C:16]=2[Cl:15])[CH2:10][CH2:9]1)=[O:7])([CH3:4])([CH3:2])[CH3:3]. The yield is 0.760. (2) The reactants are [CH3:1][C:2]([CH3:13])([C:4](=O)[CH2:5][C:6](=O)[C:7]([CH3:10])([CH3:9])[CH3:8])[CH3:3].Cl.[N+:15]([C:18]1[CH:22]=[N:21][NH:20][C:19]=1[NH2:23])([O-:17])=[O:16]. The catalyst is C(O)(=O)C. The product is [C:2]([C:4]1[CH:5]=[C:6]([C:7]([CH3:10])([CH3:9])[CH3:8])[N:20]2[N:21]=[CH:22][C:18]([N+:15]([O-:17])=[O:16])=[C:19]2[N:23]=1)([CH3:13])([CH3:3])[CH3:1]. The yield is 0.460. (3) The reactants are [C:1]([C:3]1[CH:8]=[CH:7][C:6]([C:9]2([O:12][CH:13]([CH3:15])[CH3:14])[CH2:11][CH2:10]2)=[CH:5][C:4]=1C)#[CH:2].[CH3:17][O:18][C:19](=[O:28])[CH2:20][C:21]1[CH:26]=[CH:25][C:24](I)=[CH:23][CH:22]=1.[CH2:29](N(CC)CC)C. The catalyst is [Cu]I.Cl[Pd](Cl)([P](C1C=CC=CC=1)(C1C=CC=CC=1)C1C=CC=CC=1)[P](C1C=CC=CC=1)(C1C=CC=CC=1)C1C=CC=CC=1. The product is [CH:13]([O:12][C:9]1([C:6]2[CH:5]=[CH:4][C:3]([C:1]#[C:2][C:24]3[CH:25]=[CH:26][C:21]([CH2:20][C:19]([O:18][CH3:17])=[O:28])=[CH:22][CH:23]=3)=[CH:8][C:7]=2[CH3:29])[CH2:10][CH2:11]1)([CH3:14])[CH3:15]. The yield is 0.710.